Task: Predict the reactants needed to synthesize the given product.. Dataset: Full USPTO retrosynthesis dataset with 1.9M reactions from patents (1976-2016) (1) Given the product [CH:1]1([CH2:4][N:5]2[C:9]3[CH:10]=[CH:11][C:12]([CH:14]([OH:15])[CH3:26])=[CH:13][C:8]=3[N:7]=[C:6]2[CH2:16][C:17]2[CH:18]=[CH:19][C:20]([O:23][CH2:24][CH3:25])=[CH:21][CH:22]=2)[CH2:3][CH2:2]1, predict the reactants needed to synthesize it. The reactants are: [CH:1]1([CH2:4][N:5]2[C:9]3[CH:10]=[CH:11][C:12]([CH:14]=[O:15])=[CH:13][C:8]=3[N:7]=[C:6]2[CH2:16][C:17]2[CH:22]=[CH:21][C:20]([O:23][CH2:24][CH3:25])=[CH:19][CH:18]=2)[CH2:3][CH2:2]1.[CH3:26][Mg]Br.O. (2) Given the product [CH2:1]([O:3][C:4]([C:6]1[N:7]([CH3:13])[C:8]([C:16]2[CH:17]=[CH:18][CH:19]=[CH:20][C:15]=2[O:14][C:21]2[CH:22]=[CH:23][CH:24]=[CH:25][CH:26]=2)=[C:9]([CH3:11])[N:10]=1)=[O:5])[CH3:2], predict the reactants needed to synthesize it. The reactants are: [CH2:1]([O:3][C:4]([C:6]1[N:7]([CH3:13])[C:8](Br)=[C:9]([CH3:11])[N:10]=1)=[O:5])[CH3:2].[O:14]([C:21]1[CH:26]=[CH:25][C:24](B(O)O)=[CH:23][CH:22]=1)[C:15]1[CH:20]=[CH:19][CH:18]=[CH:17][CH:16]=1.C([O-])([O-])=O.[Na+].[Na+].CN(C=O)C.O.